Dataset: Forward reaction prediction with 1.9M reactions from USPTO patents (1976-2016). Task: Predict the product of the given reaction. Given the reactants Br[C:2]1[CH:7]=[CH:6][C:5]([NH:8][C:9]2[N:10]=[C:11]([NH2:29])[C:12]3[CH:18]=[C:17]([C:19]4[C:24]([Cl:25])=[CH:23][CH:22]=[CH:21][C:20]=4[Cl:26])[C:16](=[O:27])[N:15]([CH3:28])[C:13]=3[N:14]=2)=[CH:4][CH:3]=1.[NH:30]1CCC[C@H]1C(O)=O.C(=O)([O-])[O-].[K+].[K+].N, predict the reaction product. The product is: [NH2:29][C:11]1[C:12]2[CH:18]=[C:17]([C:19]3[C:24]([Cl:25])=[CH:23][CH:22]=[CH:21][C:20]=3[Cl:26])[C:16](=[O:27])[N:15]([CH3:28])[C:13]=2[N:14]=[C:9]([NH:8][C:5]2[CH:6]=[CH:7][C:2]([NH2:30])=[CH:3][CH:4]=2)[N:10]=1.